From a dataset of Catalyst prediction with 721,799 reactions and 888 catalyst types from USPTO. Predict which catalyst facilitates the given reaction. (1) Reactant: [CH3:1][C:2]1[C:11]([CH3:12])=[N:10][C:9]2[C:4](=[C:5]([CH3:17])[CH:6]=[C:7]([C:13](OC)=[O:14])[CH:8]=2)[N:3]=1.[H-].[Al+3].[Li+].[H-].[H-].[H-]. Product: [CH3:1][C:2]1[C:11]([CH3:12])=[N:10][C:9]2[C:4](=[C:5]([CH3:17])[CH:6]=[C:7]([CH2:13][OH:14])[CH:8]=2)[N:3]=1. The catalyst class is: 7. (2) Reactant: [OH-].[K+].C(OC([N:10]1[C:18]2[C:13](=[CH:14][C:15]([C:19]3([CH2:24][C:25]4[CH:30]=[CH:29][CH:28]=[CH:27][CH:26]=4)[CH2:23][CH2:22][NH:21][CH2:20]3)=[CH:16][CH:17]=2)[CH:12]=[C:11]1[C:31]#[N:32])=O)(C)(C)C. Product: [CH2:24]([C:19]1([C:15]2[CH:14]=[C:13]3[C:18](=[CH:17][CH:16]=2)[NH:10][C:11]([C:31]#[N:32])=[CH:12]3)[CH2:23][CH2:22][NH:21][CH2:20]1)[C:25]1[CH:30]=[CH:29][CH:28]=[CH:27][CH:26]=1. The catalyst class is: 315. (3) Product: [Cl:1][C:2]1[CH:7]=[CH:6][CH:5]=[CH:4][C:3]=1[C:8]1[CH:13]=[CH:12][CH:11]=[C:10](/[C:14](=[C:21]2/[C:20](=[O:22])[NH:19][C:18](=[O:23])[S:17]/2)/[CH3:15])[CH:9]=1. Reactant: [Cl:1][C:2]1[CH:7]=[CH:6][CH:5]=[CH:4][C:3]=1[C:8]1[CH:13]=[CH:12][CH:11]=[C:10]([C:14](=O)[CH3:15])[CH:9]=1.[S:17]1[CH2:21][C:20](=[O:22])[NH:19][C:18]1=[O:23].C([O-])(=O)C.[Na+].C(OC(=O)C)(=O)C. The catalyst class is: 113. (4) Reactant: P(Cl)(Cl)(Cl)=O.[C:6]([O:9][C:10]1[CH:18]=[CH:17][C:16]([Br:19])=[CH:15][C:11]=1[C:12]([OH:14])=O)(=[O:8])[CH3:7].[NH2:20][C:21]1[S:22][C:23]([N:30]2[CH2:35][CH2:34][CH2:33][CH2:32][CH2:31]2)=[C:24]([C:26]([CH3:29])([CH3:28])[CH3:27])[N:25]=1.Cl. Product: [C:6]([O:9][C:10]1[CH:18]=[CH:17][C:16]([Br:19])=[CH:15][C:11]=1[C:12]([NH:20][C:21]1[S:22][C:23]([N:30]2[CH2:35][CH2:34][CH2:33][CH2:32][CH2:31]2)=[C:24]([C:26]([CH3:29])([CH3:27])[CH3:28])[N:25]=1)=[O:14])(=[O:8])[CH3:7]. The catalyst class is: 860. (5) Reactant: [F:1][C:2]1[CH:9]=[CH:8][C:5]([CH:6]=O)=[CH:4][CH:3]=1.[CH3:10][O:11][C:12]1[CH:18]=[CH:17][C:15]([NH2:16])=[CH:14][CH:13]=1. Product: [F:1][C:2]1[CH:9]=[CH:8][C:5]([CH:6]=[N:16][C:15]2[CH:17]=[CH:18][C:12]([O:11][CH3:10])=[CH:13][CH:14]=2)=[CH:4][CH:3]=1. The catalyst class is: 8. (6) Reactant: [F:1][C:2]([F:15])([F:14])[O:3][C:4]1[CH:13]=[CH:12][C:7]2[N:8]=[C:9]([NH2:11])[S:10][C:6]=2[CH:5]=1.[CH2:16]([O:18][C:19](=[O:29])[C:20]1[CH:25]=[CH:24][C:23]([NH2:26])=[C:22]([NH:27][CH3:28])[CH:21]=1)[CH3:17].[CH2:30](Cl)CCl. Product: [CH2:16]([O:18][C:19]([C:20]1[CH:25]=[CH:24][C:23]2[N:26]=[C:28]([NH:11][C:9]3[S:10][C:6]4[CH:5]=[C:4]([O:3][C:2]([F:1])([F:14])[F:15])[CH:13]=[CH:12][C:7]=4[N:8]=3)[N:27]([CH3:30])[C:22]=2[CH:21]=1)=[O:29])[CH3:17]. The catalyst class is: 3. (7) Reactant: [Cl:1][C:2]1[CH:3]=[CH:4][C:5](F)=[C:6]([CH:20]=1)[C:7]([NH:9][C:10]1[CH:15]=[CH:14][CH:13]=[C:12]([S:16](=[O:19])(=[O:18])[NH2:17])[CH:11]=1)=[O:8].[F:22][C:23]1[CH:28]=[CH:27][C:26]([OH:29])=[CH:25][CH:24]=1.C([O-])([O-])=O.[Cs+].[Cs+]. Product: [Cl:1][C:2]1[CH:3]=[CH:4][C:5]([O:29][C:26]2[CH:27]=[CH:28][C:23]([F:22])=[CH:24][CH:25]=2)=[C:6]([CH:20]=1)[C:7]([NH:9][C:10]1[CH:15]=[CH:14][CH:13]=[C:12]([S:16](=[O:19])(=[O:18])[NH2:17])[CH:11]=1)=[O:8]. The catalyst class is: 37.